This data is from Full USPTO retrosynthesis dataset with 1.9M reactions from patents (1976-2016). The task is: Predict the reactants needed to synthesize the given product. Given the product [CH:22]1([C:26]2[C:28]3[CH2:33][N:32]([C:34]([O:36][C:37]([CH3:40])([CH3:39])[CH3:38])=[O:35])[CH:31]([CH3:41])[CH2:30][C:29]=3[NH:44][N:43]=2)[CH2:25][CH2:24][CH2:23]1, predict the reactants needed to synthesize it. The reactants are: C1(C(C2C(=O)CCN(C(OC(C)(C)C)=O)C2C)=O)CCC1.[CH:22]1([C:26]([CH:28]2[CH2:33][N:32]([C:34]([O:36][C:37]([CH3:40])([CH3:39])[CH3:38])=[O:35])[CH:31]([CH3:41])[CH2:30][C:29]2=O)=O)[CH2:25][CH2:24][CH2:23]1.[NH2:43][NH2:44].